From a dataset of Full USPTO retrosynthesis dataset with 1.9M reactions from patents (1976-2016). Predict the reactants needed to synthesize the given product. (1) Given the product [CH2:34]([O:46][C:45]1[C:47]([CH3:38])=[C:10]2[C:11](=[C:2]([CH3:33])[CH:44]=1)[O:12][C:13](=[O:14])[CH2:5][C:9]2([CH3:8])[CH3:15])[CH:35]=[CH2:36], predict the reactants needed to synthesize it. The reactants are: C[C:2]1([CH3:33])[CH:11]2[O:12][C:13](=[O:14])[C:5]3([CH:10]2[CH:9]2[CH2:15]CC4C5(C)CCC(O)C(C)(C)C5CCC4(C)[C:8]2(C)CC3)CC1.[CH2:34](Br)[CH:35]=[CH2:36].[C:38]([O-])([O-])=O.[K+].[K+].[CH3:44][C:45]([CH3:47])=[O:46]. (2) Given the product [C:1]([C:3]1[CH:4]=[C:5]([N:9]([CH2:19][C:18]2[CH:21]=[CH:22][CH:23]=[C:16]([C:15]([F:14])([F:24])[F:25])[CH:17]=2)[C:10](=[O:13])[CH2:11][CH3:12])[CH:6]=[CH:7][CH:8]=1)#[N:2], predict the reactants needed to synthesize it. The reactants are: [C:1]([C:3]1[CH:4]=[C:5]([NH:9][C:10](=[O:13])[CH2:11][CH3:12])[CH:6]=[CH:7][CH:8]=1)#[N:2].[F:14][C:15]([F:25])([F:24])[C:16]1[CH:17]=[C:18]([CH:21]=[CH:22][CH:23]=1)[CH2:19]Br. (3) Given the product [ClH:1].[CH2:32]([N:17]1[C:18]2[C:23](=[CH:22][CH:21]=[CH:20][CH:19]=2)[CH:24]=[C:16]1[CH2:15][N:12]1[CH2:11][CH2:10][CH:9]([C:3]2[C:2]([Cl:1])=[CH:7][CH:6]=[CH:5][C:4]=2[Cl:8])[CH2:14][CH2:13]1)[C:33]1[CH:38]=[CH:37][CH:36]=[CH:35][CH:34]=1, predict the reactants needed to synthesize it. The reactants are: [Cl:1][C:2]1[CH:7]=[CH:6][CH:5]=[C:4]([Cl:8])[C:3]=1[CH:9]1[CH2:14][CH2:13][N:12]([CH2:15][C:16]2[NH:17][C:18]3[C:23]([CH:24]=2)=[CH:22][CH:21]=[CH:20][CH:19]=3)[CH2:11][CH2:10]1.C1COCC1.[OH-].[Na+].[CH2:32](Br)[C:33]1[CH:38]=[CH:37][CH:36]=[CH:35][CH:34]=1. (4) Given the product [N:1]1[C:10]2[C:5](=[CH:6][CH:7]=[CH:8][C:9]=2[O:11][CH:12]([CH3:18])[C:13]([OH:15])=[O:14])[CH:4]=[CH:3][CH:2]=1, predict the reactants needed to synthesize it. The reactants are: [N:1]1[C:10]2[C:5](=[CH:6][CH:7]=[CH:8][C:9]=2[O:11][CH:12]([CH3:18])[C:13]([O:15]CC)=[O:14])[CH:4]=[CH:3][CH:2]=1.[OH-].[Na+]. (5) The reactants are: [C:1]1([C:7]([NH:10][NH:11]C(OC(C)(C)C)=O)([CH3:9])[CH3:8])[CH:6]=[CH:5][CH:4]=[CH:3][CH:2]=1.O.C1(C)C=CC(S(O)(=O)=O)=CC=1.[CH3:31][C:32]([CH3:48])([CH2:41][C:42]1[CH:47]=[CH:46][CH:45]=[CH:44][CH:43]=1)[C:33](=O)[CH2:34][C:35]([O:37]CC)=O.C(OCC)(=O)C. Given the product [CH3:48][C:32]([C:33]1[CH2:34][C:35](=[O:37])[N:10]([C:7]([C:1]2[CH:6]=[CH:5][CH:4]=[CH:3][CH:2]=2)([CH3:9])[CH3:8])[N:11]=1)([CH3:31])[CH2:41][C:42]1[CH:43]=[CH:44][CH:45]=[CH:46][CH:47]=1, predict the reactants needed to synthesize it. (6) Given the product [F:9][C:4]1[CH:5]=[CH:6][CH:7]=[CH:8][C:3]=1[CH2:2][C:11]1([OH:10])[CH2:12][CH2:13][N:14]([C:17]([O:19][CH2:20][CH3:21])=[O:18])[CH2:15][CH2:16]1, predict the reactants needed to synthesize it. The reactants are: Cl[CH2:2][C:3]1[CH:8]=[CH:7][CH:6]=[CH:5][C:4]=1[F:9].[O:10]=[C:11]1[CH2:16][CH2:15][N:14]([C:17]([O:19][CH2:20][CH3:21])=[O:18])[CH2:13][CH2:12]1. (7) Given the product [Br:1][C:2]1[CH:7]=[CH:6][C:5]2[C:8]([CH2:9][CH2:10][CH2:11][CH2:12][CH2:13][CH2:14][CH2:15][CH2:16][CH3:17])=[C:27]([C:28]([O:30][CH2:31][CH3:32])=[O:29])[S:26][C:4]=2[CH:3]=1, predict the reactants needed to synthesize it. The reactants are: [Br:1][C:2]1[CH:7]=[CH:6][C:5]([C:8](=O)[CH2:9][CH2:10][CH2:11][CH2:12][CH2:13][CH2:14][CH2:15][CH2:16][CH3:17])=[C:4](F)[CH:3]=1.C([O-])([O-])=O.[K+].[K+].[SH:26][CH2:27][C:28]([O:30][CH2:31][CH3:32])=[O:29]. (8) Given the product [F:1][C:2]1[CH:7]=[CH:6][C:5]([CH2:8][C:9]2[C:10]([N:15]3[CH2:21][C:20]4[CH:22]=[C:23]([C:26]5[N:31]=[C:30]6[NH:32][C:39]([NH:38][C:36](=[O:37])[O:35][CH3:34])=[N:33][C:29]6=[CH:28][CH:27]=5)[CH:24]=[CH:25][C:19]=4[O:18][CH2:17][CH2:16]3)=[N:11][CH:12]=[N:13][CH:14]=2)=[CH:4][CH:3]=1, predict the reactants needed to synthesize it. The reactants are: [F:1][C:2]1[CH:7]=[CH:6][C:5]([CH2:8][C:9]2[C:10]([N:15]3[CH2:21][C:20]4[CH:22]=[C:23]([C:26]5[N:31]=[C:30]([NH2:32])[C:29]([NH2:33])=[CH:28][CH:27]=5)[CH:24]=[CH:25][C:19]=4[O:18][CH2:17][CH2:16]3)=[N:11][CH:12]=[N:13][CH:14]=2)=[CH:4][CH:3]=1.[CH3:34][O:35][C:36]([NH:38][C:39](=NC(OC)=O)SC)=[O:37].